This data is from Reaction yield outcomes from USPTO patents with 853,638 reactions. The task is: Predict the reaction yield, written as a fraction of the theoretical maximum amount of product (1.0 means a 100% yield; for example, 0.34 means a 34% yield). (1) The reactants are [OH-:1].[Na+].[CH3:3][O:4][C:5](=[O:39])[CH2:6][C:7]1[CH:8]=[N:9][CH:10]=[C:11]([C:13]2[CH:18]=[CH:17][C:16]([C:19]([CH2:37][CH3:38])([C:22]3[CH:27]=[CH:26][C:25](C#CC(CC)(O)CC)=[C:24]([CH3:36])[CH:23]=3)[CH2:20][CH3:21])=[CH:15][CH:14]=2)[CH:12]=1.[Cl-].[NH4+]. The catalyst is CO.O1CCCC1. The product is [CH3:3][O:4][C:5](=[O:39])[CH2:6][C:7]1[CH:8]=[N:9][CH:10]=[C:11]([C:13]2[CH:14]=[CH:15][C:16]([C:19]([CH2:20][CH3:21])([C:22]3[CH:27]=[CH:26][C:25]([OH:1])=[C:24]([CH3:36])[CH:23]=3)[CH2:37][CH3:38])=[CH:17][CH:18]=2)[CH:12]=1. The yield is 0.790. (2) The reactants are [NH2:1][C@@H:2]1[CH2:7][CH2:6][C@H:5]([N:8]2[CH2:12][CH2:11][C@H:10]([CH2:13][C:14]3([C:19]4[CH:24]=[CH:23][CH:22]=[C:21]([C:25]([F:28])([F:27])[F:26])[CH:20]=4)[O:18][CH2:17][CH2:16][O:15]3)[C:9]2=[O:29])[C@H:4]([CH2:30][S:31]([C:34]2[CH:39]=[CH:38][CH:37]=[CH:36][CH:35]=2)(=[O:33])=[O:32])[CH2:3]1.[C:40](O)(=O)[CH3:41].[C:44](O[BH-](OC(=O)C)OC(=O)C)(=O)C.[Na+]. The catalyst is ClC(Cl)C.CCOC(C)=O.CC(C)=O. The product is [CH:40]([NH:1][C@@H:2]1[CH2:7][CH2:6][C@H:5]([N:8]2[CH2:12][CH2:11][C@H:10]([CH2:13][C:14]3([C:19]4[CH:24]=[CH:23][CH:22]=[C:21]([C:25]([F:26])([F:27])[F:28])[CH:20]=4)[O:15][CH2:16][CH2:17][O:18]3)[C:9]2=[O:29])[C@H:4]([CH2:30][S:31]([C:34]2[CH:35]=[CH:36][CH:37]=[CH:38][CH:39]=2)(=[O:32])=[O:33])[CH2:3]1)([CH3:41])[CH3:44]. The yield is 0.580. (3) The reactants are [CH2:1]([N:5]([CH:8]=[CH2:9])[CH:6]=[O:7])[CH2:2][CH2:3][CH3:4].Br[CH2:11][CH2:12]CCCC.[Na+].[Cl-]. No catalyst specified. The product is [CH2:1]([N:5]([CH:8]=[CH2:9])[CH:6]=[O:7])[CH2:2][CH2:3][CH2:4][CH2:11][CH3:12]. The yield is 0.630. (4) The reactants are [Br:1][C:2]1[CH:3]=[C:4]([CH2:28][CH:29]([OH:34])[C:30]([O:32]C)=[O:31])[CH:5]=[C:6]([Br:27])[C:7]=1[O:8][C:9]1[CH:14]=[C:13](/[CH:15]=[CH:16]/[C:17]2[CH:22]=[CH:21][N:20]=[CH:19][CH:18]=2)[C:12]([OH:23])=[C:11]([CH:24]([CH3:26])[CH3:25])[CH:10]=1.[OH-].[Li+]. The catalyst is C1COCC1. The product is [Br:1][C:2]1[CH:3]=[C:4]([CH2:28][CH:29]([OH:34])[C:30]([OH:32])=[O:31])[CH:5]=[C:6]([Br:27])[C:7]=1[O:8][C:9]1[CH:14]=[C:13](/[CH:15]=[CH:16]/[C:17]2[CH:18]=[CH:19][N:20]=[CH:21][CH:22]=2)[C:12]([OH:23])=[C:11]([CH:24]([CH3:25])[CH3:26])[CH:10]=1. The yield is 0.860. (5) The reactants are [CH2:1]([O:5][C:6]1[CH:11]=[CH:10][C:9]([CH2:12][C@H:13]([NH:18][C:19]([C@@H:21](/[CH:30]=[CH:31]/[CH2:32][CH2:33][CH2:34][CH2:35][CH2:36][NH:37]C(OCC[Si](C)(C)C)=O)[C@@:22]([OH:29])([CH2:26][CH2:27][CH3:28])[C:23]([O-])=[O:24])=[O:20])[C:14]([O:16][CH3:17])=[O:15])=[CH:8][CH:7]=1)[C:2]#[C:3][CH3:4]. The catalyst is [N+](C)([O-])=O.[Cl-].[Zn+2].[Cl-]. The product is [NH2:37][CH2:36][CH2:35][CH2:34][CH2:33][CH2:32]/[CH:31]=[CH:30]/[C@H:21]([C:19](=[O:20])[NH:18][C@H:13]([C:14]([O:16][CH3:17])=[O:15])[CH2:12][C:9]1[CH:10]=[CH:11][C:6]([O:5][CH2:1][C:2]#[C:3][CH3:4])=[CH:7][CH:8]=1)[C@@:22]([OH:29])([CH2:26][CH2:27][CH3:28])[C:23]([O:29][C:22]([CH3:26])([CH3:23])[CH3:21])=[O:24]. The yield is 0.810. (6) The reactants are Cl[C:2]1[CH:7]=[C:6]([O:8][CH:9]([C:14]2[CH:19]=[CH:18][CH:17]=[CH:16][CH:15]=2)[C:10]([F:13])([F:12])[F:11])[N:5]=[CH:4][N:3]=1.B([C:23]1[CH:34]=[CH:33][C:26]([CH2:27][C@@H:28]([C:30]([OH:32])=[O:31])[NH2:29])=[CH:25][CH:24]=1)(O)O.C(#N)C.C(=O)([O-])[O-].[Na+].[Na+]. The catalyst is O. The product is [NH2:29][CH:28]([CH2:27][C:26]1[CH:33]=[CH:34][C:23]([C:2]2[CH:7]=[C:6]([O:8][CH:9]([C:14]3[CH:19]=[CH:18][CH:17]=[CH:16][CH:15]=3)[C:10]([F:13])([F:12])[F:11])[N:5]=[CH:4][N:3]=2)=[CH:24][CH:25]=1)[C:30]([OH:32])=[O:31]. The yield is 0.110.